Regression. Given a peptide amino acid sequence and an MHC pseudo amino acid sequence, predict their binding affinity value. This is MHC class II binding data. From a dataset of Peptide-MHC class II binding affinity with 134,281 pairs from IEDB. (1) The peptide sequence is GPKEPFRDYVDRFYKTLR. The MHC is DRB1_1501 with pseudo-sequence DRB1_1501. The binding affinity (normalized) is 0.331. (2) The peptide sequence is THGIRPVVSTQLLLY. The binding affinity (normalized) is 0.402. The MHC is DRB5_0101 with pseudo-sequence DRB5_0101. (3) The binding affinity (normalized) is 0.0646. The peptide sequence is QFRRVKCKYPEGTKV. The MHC is DRB4_0101 with pseudo-sequence DRB4_0103. (4) The peptide sequence is DMRLLSLAVSSAVPT. The MHC is HLA-DQA10102-DQB10501 with pseudo-sequence HLA-DQA10102-DQB10501. The binding affinity (normalized) is 0.808. (5) The peptide sequence is IGHLLRGRNHFIYIV. The MHC is H-2-IAb with pseudo-sequence H-2-IAb. The binding affinity (normalized) is 0.0380. (6) The peptide sequence is AFKVAATIANAAPAN. The MHC is DRB1_0701 with pseudo-sequence DRB1_0701. The binding affinity (normalized) is 0.760. (7) The peptide sequence is ILGLNKIVRMY. The MHC is DRB1_1501 with pseudo-sequence DRB1_1501. The binding affinity (normalized) is 0.827.